From a dataset of Forward reaction prediction with 1.9M reactions from USPTO patents (1976-2016). Predict the product of the given reaction. (1) Given the reactants [Cl-].O[NH3+:3].[C:4](=[O:7])([O-])[OH:5].[Na+].CS(C)=O.[C:13]([C:15]1[CH:20]=[CH:19][CH:18]=[CH:17][C:16]=1[C:21]1[CH:26]=[CH:25][C:24]([CH2:27][C:28]2[C:29](=[O:52])[N:30]([C@H:40]3[CH2:45][CH2:44][C@H:43]([O:46][CH:47]([CH3:51])[C:48]([NH2:50])=O)[CH2:42][CH2:41]3)[C:31]3[N:32]([N:37]=[CH:38][N:39]=3)[C:33]=2[CH2:34][CH2:35][CH3:36])=[CH:23][CH:22]=1)#[N:14], predict the reaction product. The product is: [O:52]=[C:29]1[C:28]([CH2:27][C:24]2[CH:23]=[CH:22][C:21]([C:16]3[CH:17]=[CH:18][CH:19]=[CH:20][C:15]=3[C:13]3[NH:3][C:4](=[O:7])[O:5][N:14]=3)=[CH:26][CH:25]=2)=[C:33]([CH2:34][CH2:35][CH3:36])[N:32]2[N:37]=[CH:38][N:39]=[C:31]2[N:30]1[C@H:40]1[CH2:45][CH2:44][C@H:43]([O:46][CH:47]([CH3:51])[C:48]#[N:50])[CH2:42][CH2:41]1. (2) Given the reactants [Cl:1][C:2]1[CH:7]=[CH:6][N:5]2[N:8]=[CH:9][C:10](I)=[C:4]2[N:3]=1.C(N(CC)CC)C.[CH2:19]([OH:22])[C:20]#[CH:21], predict the reaction product. The product is: [Cl:1][C:2]1[CH:7]=[CH:6][N:5]2[N:8]=[CH:9][C:10]([C:21]#[C:20][CH2:19][OH:22])=[C:4]2[N:3]=1. (3) The product is: [CH2:7]([C:11]1[NH:12][C:5]([CH2:4][OH:6])=[C:14]([C:16]2[CH:21]=[CH:20][C:19]([F:22])=[CH:18][CH:17]=2)[N:15]=1)[CH2:8][CH2:9][CH3:10]. Given the reactants C=O.C[CH:4]([OH:6])[CH3:5].[CH2:7]([C:11]1[NH:12]C=[C:14]([C:16]2[CH:21]=[CH:20][C:19]([F:22])=[CH:18][CH:17]=2)[N:15]=1)[CH2:8][CH2:9][CH3:10].C(=O)([O-])[O-].[K+].[K+], predict the reaction product. (4) The product is: [C:1]([O:4][C@@H:5]1[C@@H:18]([O:19][C:20](=[O:22])[CH3:21])[C@H:17]([O:23][C:24](=[O:26])[CH3:25])[CH2:16][S:15][C@H:6]1[O:7][C:8]1[CH:13]=[CH:12][CH:11]=[CH:10][C:9]=1[C:32]1[C:28]([CH3:27])=[N:29][O:30][C:31]=1[CH3:36])(=[O:3])[CH3:2]. Given the reactants [C:1]([O:4][C@@H:5]1[C@@H:18]([O:19][C:20](=[O:22])[CH3:21])[C@H:17]([O:23][C:24](=[O:26])[CH3:25])[CH2:16][S:15][C@H:6]1[O:7][C:8]1[CH:13]=[CH:12][CH:11]=[CH:10][C:9]=1Br)(=[O:3])[CH3:2].[CH3:27][C:28]1[C:32](B(O)O)=[C:31]([CH3:36])[O:30][N:29]=1, predict the reaction product. (5) Given the reactants [CH3:1][O:2][C:3](=[O:15])[C:4]1[CH:9]=[CH:8][C:7]([C:10]([F:13])([F:12])[F:11])=[N:6][C:5]=1Br.O1CCOCC1.O.[NH2:23][NH2:24], predict the reaction product. The product is: [CH3:1][O:2][C:3](=[O:15])[C:4]1[CH:9]=[CH:8][C:7]([C:10]([F:13])([F:12])[F:11])=[N:6][C:5]=1[NH:23][NH2:24]. (6) Given the reactants [CH3:1][N:2]1[CH:6]=[C:5](B2OC(C)(C)C(C)(C)O2)[CH:4]=[C:3]1[C:16]([O:18][CH2:19][C:20]1[CH:25]=[CH:24][CH:23]=[CH:22][CH:21]=1)=[O:17].Br[C:27]1[CH:36]=[C:35]2[C:30]([CH2:31][CH:32]([CH3:51])[N:33]([C:37]3[CH:42]=[C:41]([N:43]4[CH2:48][CH2:47][N:46]([CH3:49])[CH2:45][CH2:44]4)[N:40]=[C:39]([NH2:50])[N:38]=3)[CH2:34]2)=[CH:29][CH:28]=1, predict the reaction product. The product is: [NH2:50][C:39]1[N:38]=[C:37]([N:33]2[CH:32]([CH3:51])[CH2:31][C:30]3[C:35](=[CH:36][C:27]([C:5]4[CH:4]=[C:3]([C:16]([O:18][CH2:19][C:20]5[CH:21]=[CH:22][CH:23]=[CH:24][CH:25]=5)=[O:17])[N:2]([CH3:1])[CH:6]=4)=[CH:28][CH:29]=3)[CH2:34]2)[CH:42]=[C:41]([N:43]2[CH2:48][CH2:47][N:46]([CH3:49])[CH2:45][CH2:44]2)[N:40]=1. (7) Given the reactants [CH:1]([C:3]1[CH:12]=[CH:11][C:6]([C:7]([O:9][CH3:10])=[O:8])=[CH:5][CH:4]=1)=O.[N+:13]([CH2:16][CH3:17])([O-:15])=[O:14].C([O-])(=O)C.[NH4+].C(OCC)(=O)C, predict the reaction product. The product is: [N+:13](/[C:16](/[CH3:17])=[CH:1]/[C:3]1[CH:12]=[CH:11][C:6]([C:7]([O:9][CH3:10])=[O:8])=[CH:5][CH:4]=1)([O-:15])=[O:14].